Binary Classification. Given a miRNA mature sequence and a target amino acid sequence, predict their likelihood of interaction. From a dataset of Experimentally validated miRNA-target interactions with 360,000+ pairs, plus equal number of negative samples. (1) The miRNA is mmu-miR-466e-5p with sequence GAUGUGUGUGUACAUGUACAUA. The protein sequence of the target gene is METAPKPGRGVPPKRDKPQAKRKKPRRYWEEETTPAAVATSPGPPRKKARTGESRPPRSKSAHIAQKSRFSKKPPISKTAPDWKKPQRTLSGAQDPFPGPVPAPLEEARKFCRIDKSKTLPHSKPKTQSKLEKAEAQEEEASVRAARAELLLAEEPGFLVGEDGEDTAKILQTDIVEAVDIASAAKHFDLNLRQFGPYRLNYSRTGRHLALGGRRGHVAALDWVTKKLMCEINVMEAVRDIHFLHSEALLAVAQNRWLYIYDNQGIELHCIRRCDRVTRLEFLPFHFLLATTSETGFLTY.... Result: 1 (interaction). (2) The miRNA is cel-miR-246-3p with sequence UUACAUGUUUCGGGUAGGAGC. The protein sequence of the target gene is MQMDNRLPPKKVPGFCSFRYGLSFLVHCCNVIITAQRACLNLTMVVMVNSTDPHGLPNTSTKKLLDNIKNPMYNWSPDIQGIILSSTSYGVIIIQVPVGYFSGIYSTKKMIGFALCLSSVLSLLIPPAAGIGVAWVVVCRAVQGAAQGIVATAQFEIYVKWAPPLERGRLTSMSTSGFLLGPFIVLLVTGVICESLGWPMVFYIFGACGCAVCLLWFVLFYDDPKDHPCISISEKEYITSSLVQQVSSSRQSLPIKAILKSLPVWAISTGSFTFFWSHNIMTLYTPMFINSMLHVNIKEN.... Result: 0 (no interaction). (3) The miRNA is hsa-miR-6750-3p with sequence GAACUCACCCUCUGCUCCCAG. The protein sequence of the target gene is MCDRNGGRRLRQWLIEQIDSSMYPGLIWENDEKTMFRIPWKHAGKQDYNQEVDASIFKAWAVFKGKFKEGDKAEPATWKTRLRCALNKSPDFEEVTDRSQLDISEPYKVYRIVPEEEQKCKLGVAPAGCMSEVPEMECGRSEIEELIKEPSVDEYMGMTKRSPSPPEACRSQILPDWWVQQPSAGLPLVTGYAAYDTHHSAFSQMVISFYYGGKLVGQATTTCLEGCRLSLSQPGLPKLYGPDGLEPVCFPTADTIPSERQRQVTRKLFGHLERGVLLHSNRKGVFVKRLCQGRVFCSGN.... Result: 0 (no interaction). (4) The miRNA is hsa-miR-3977 with sequence GUGCUUCAUCGUAAUUAACCUUA. The protein sequence of the target gene is MSLFGTTSGFGTSGTSMFGSATTDNHNPMKDIEVTSSPDDSIGCLSFSPPTLPGNFLIAGSWANDVRCWEVQDSGQTIPKAQQMHTGPVLDVCWSDDGSKVFTASCDKTAKMWDLSSNQAIQIAQHDAPVKTIHWIKAPNYSCVMTGSWDKTLKFWDTRSSNPMMVLQLPERCYCADVIYPMAVVATAERGLIVYQLENQPSEFRRIESPLKHQHRCVAIFKDKQNKPTGFALGSIEGRVAIHYINPPNPAKDNFTFKCHRSNGTNTSAPQDIYAVNGIAFHPVHGTLATVGSDGRFSFW.... Result: 0 (no interaction).